Dataset: Oral bioavailability binary classification data from Ma et al.. Task: Regression/Classification. Given a drug SMILES string, predict its absorption, distribution, metabolism, or excretion properties. Task type varies by dataset: regression for continuous measurements (e.g., permeability, clearance, half-life) or binary classification for categorical outcomes (e.g., BBB penetration, CYP inhibition). Dataset: bioavailability_ma. (1) The compound is O=P1(NCCCl)OCCCN1CCCl. The result is 1 (high bioavailability). (2) The drug is CC(=O)[C@]1(O)Cc2c(O)c3c(c(O)c2[C@@H](O[C@H]2C[C@H](N)[C@H](O)[C@H](C)O2)C1)C(=O)c1ccccc1C3=O. The result is 1 (high bioavailability). (3) The molecule is Cc1ccc(C(=O)c2ccc(CC(=O)O)n2C)cc1. The result is 1 (high bioavailability). (4) The compound is CN(C)S(=O)(=O)c1ccc2c(c1)N(CCCN1CCC(CCO)CC1)c1ccccc1S2. The result is 1 (high bioavailability). (5) The compound is CC(C)(C#N)c1cc(Cn2cncn2)cc(C(C)(C)C#N)c1. The result is 1 (high bioavailability).